Dataset: CYP2D6 substrate classification data from Carbon-Mangels et al.. Task: Regression/Classification. Given a drug SMILES string, predict its absorption, distribution, metabolism, or excretion properties. Task type varies by dataset: regression for continuous measurements (e.g., permeability, clearance, half-life) or binary classification for categorical outcomes (e.g., BBB penetration, CYP inhibition). Dataset: cyp2d6_substrate_carbonmangels. (1) The compound is C[C@H](C(=O)O)c1cccc(C(=O)c2cccs2)c1. The result is 0 (non-substrate). (2) The drug is CN[C@@H](C)Cc1ccccc1. The result is 1 (substrate). (3) The result is 1 (substrate). The compound is OCCN1CCN(CCCN2c3ccccc3Sc3ccc(Cl)cc32)CC1. (4) The compound is CN[C@@]1(c2ccccc2Cl)CCCCC1=O. The result is 1 (substrate). (5) The compound is CCCC(C(=O)OCCN(CC)CC)(c1ccccc1)c1ccccc1. The result is 0 (non-substrate). (6) The compound is Clc1cccc([C@H](c2ccc3nc[nH]c3c2)n2ccnc2)c1. The result is 0 (non-substrate). (7) The compound is C[C@@H](c1ncncc1F)[C@](O)(Cn1cncn1)c1ccc(F)cc1F. The result is 0 (non-substrate). (8) The compound is CC[C@H]1OC(=O)[C@H](C)[C@@H](O[C@H]2C[C@@](C)(OC)[C@@H](O)[C@H](C)O2)[C@H](C)[C@@H](O[C@@H]2O[C@H](C)C[C@H](N(C)C)[C@H]2O)[C@](C)(O)C[C@@H](C)[C@@H]2N[C@@H](COCCOC)O[C@H]([C@H]2C)[C@]1(C)O. The result is 0 (non-substrate).